From a dataset of Forward reaction prediction with 1.9M reactions from USPTO patents (1976-2016). Predict the product of the given reaction. (1) Given the reactants [F-].C([N+](CCCC)(CCCC)CCCC)CCC.[NH2:19][CH2:20][CH2:21][CH2:22][CH2:23][CH2:24][CH2:25][OH:26].C(N(CC)CC)C.Cl[C:35]1[CH:40]=[C:39]([C:41]2[CH:46]=[CH:45][CH:44]=[CH:43][N:42]=2)[N:38]=[C:37]([C:47]2[CH:52]=[CH:51][CH:50]=[CH:49][N:48]=2)[CH:36]=1, predict the reaction product. The product is: [N:42]1[CH:43]=[CH:44][CH:45]=[CH:46][C:41]=1[C:39]1[CH:40]=[C:35]([O:26][CH2:25][CH2:24][CH2:23][CH2:22][CH2:21][CH2:20][NH2:19])[CH:36]=[C:37]([C:47]2[CH:52]=[CH:51][CH:50]=[CH:49][N:48]=2)[N:38]=1. (2) Given the reactants Cl[CH2:2][C:3]([NH:5][C:6]1[CH:7]=[CH:8][CH:9]=[C:10]2[C:15]=1[CH:14]=[C:13]([O:16][S:17]([CH3:20])(=[O:19])=[O:18])[CH:12]=[CH:11]2)=[O:4].C(CN)[OH:22], predict the reaction product. The product is: [OH:22][CH2:2][C:3]([NH:5][C:6]1[CH:7]=[CH:8][CH:9]=[C:10]2[C:15]=1[CH:14]=[C:13]([O:16][S:17]([CH3:20])(=[O:19])=[O:18])[CH:12]=[CH:11]2)=[O:4].